Dataset: Catalyst prediction with 721,799 reactions and 888 catalyst types from USPTO. Task: Predict which catalyst facilitates the given reaction. (1) Reactant: [CH3:1][O:2][CH2:3][CH2:4][NH2:5].[C:6]([C:8]1[CH:34]=[CH:33][C:11]([C:12]([NH:14][C:15]2[CH:16]=[CH:17][C:18]([CH3:32])=[C:19]([NH:21][C:22](=[O:31])[C:23]3[CH:28]=[CH:27][C:26]([CH2:29]Cl)=[CH:25][CH:24]=3)[CH:20]=2)=[O:13])=[CH:10][CH:9]=1)#[N:7].C(=O)([O-])[O-].[K+].[K+]. Product: [C:6]([C:8]1[CH:9]=[CH:10][C:11]([C:12]([NH:14][C:15]2[CH:16]=[CH:17][C:18]([CH3:32])=[C:19]([NH:21][C:22](=[O:31])[C:23]3[CH:28]=[CH:27][C:26]([CH2:29][NH:5][CH2:4][CH2:3][O:2][CH3:1])=[CH:25][CH:24]=3)[CH:20]=2)=[O:13])=[CH:33][CH:34]=1)#[N:7]. The catalyst class is: 21. (2) Reactant: C([O:8][C:9](=[O:23])[C@H:10]([CH:20]([CH3:22])[CH3:21])[NH:11][C:12]([N:14]1[CH2:19][CH2:18][O:17][CH2:16][CH2:15]1)=[O:13])C1C=CC=CC=1.[H][H]. Product: [O:17]1[CH2:18][CH2:19][N:14]([C:12]([NH:11][C@H:10]([C:9]([OH:23])=[O:8])[CH:20]([CH3:22])[CH3:21])=[O:13])[CH2:15][CH2:16]1. The catalyst class is: 78. (3) Reactant: C([O:3][C:4](=[O:36])[CH2:5][O:6][C:7]1[CH:12]=[C:11]([CH3:13])[C:10]([S:14][C:15]2[CH:20]=[C:19]([C:21]#[C:22][CH2:23][N:24]3[CH2:29][CH2:28][O:27][CH2:26][CH2:25]3)[CH:18]=[C:17]([O:30][CH2:31][CH:32]([CH3:34])[CH3:33])[CH:16]=2)=[CH:9][C:8]=1[CH3:35])C.[OH-].[Na+].Cl. Product: [CH2:31]([O:30][C:17]1[CH:16]=[C:15]([S:14][C:10]2[C:11]([CH3:13])=[CH:12][C:7]([O:6][CH2:5][C:4]([OH:36])=[O:3])=[C:8]([CH3:35])[CH:9]=2)[CH:20]=[C:19]([C:21]#[C:22][CH2:23][N:24]2[CH2:29][CH2:28][O:27][CH2:26][CH2:25]2)[CH:18]=1)[CH:32]([CH3:34])[CH3:33]. The catalyst class is: 8. (4) Reactant: [CH:1]1([N:6]([CH3:28])[C:7]2[C:8]([C:21]3[CH:26]=[CH:25][C:24]([F:27])=[CH:23][CH:22]=3)=[N:9][C:10]3[C:15]([N:16]=2)=[CH:14][C:13]([C:17]([O:19]C)=[O:18])=[CH:12][CH:11]=3)[CH2:5][CH2:4][CH2:3][CH2:2]1.[OH-].[Na+]. Product: [CH:1]1([N:6]([CH3:28])[C:7]2[C:8]([C:21]3[CH:22]=[CH:23][C:24]([F:27])=[CH:25][CH:26]=3)=[N:9][C:10]3[C:15]([N:16]=2)=[CH:14][C:13]([C:17]([OH:19])=[O:18])=[CH:12][CH:11]=3)[CH2:2][CH2:3][CH2:4][CH2:5]1. The catalyst class is: 24.